Task: Predict the reactants needed to synthesize the given product.. Dataset: Full USPTO retrosynthesis dataset with 1.9M reactions from patents (1976-2016) (1) Given the product [Cl:11][C:9]1[C:8]([CH3:12])=[C:7]([Cl:13])[C:6]2[O:14][CH:2]([CH:15]([CH3:17])[CH3:16])[C:3](=[O:19])[NH:4][C:5]=2[CH:10]=1, predict the reactants needed to synthesize it. The reactants are: Br[CH:2]([CH:15]([CH3:17])[CH3:16])[CH2:3][N-:4][C:5]1[CH:10]=[C:9]([Cl:11])[C:8]([CH3:12])=[C:7]([Cl:13])[C:6]=1[OH:14].C(=O)([O-])[O-:19].[K+].[K+].O.CCCCCC. (2) The reactants are: Cl[CH2:2][CH2:3][O:4][C:5]1[C:13]2[C:8](=[N:9][CH:10]=[N:11][C:12]=2[NH:14][C:15]2[CH:20]=[CH:19][C:18]([O:21][CH2:22][C:23]3[CH:28]=[CH:27][CH:26]=[CH:25][N:24]=3)=[C:17]([Cl:29])[CH:16]=2)[NH:7][N:6]=1.[C:30]([N:33]1[CH2:38][CH2:37][NH:36][CH2:35][CH2:34]1)(=[O:32])[CH3:31]. Given the product [C:30]([N:33]1[CH2:38][CH2:37][N:36]([CH2:2][CH2:3][O:4][C:5]2[C:13]3[C:8](=[N:9][CH:10]=[N:11][C:12]=3[NH:14][C:15]3[CH:20]=[CH:19][C:18]([O:21][CH2:22][C:23]4[CH:28]=[CH:27][CH:26]=[CH:25][N:24]=4)=[C:17]([Cl:29])[CH:16]=3)[NH:7][N:6]=2)[CH2:35][CH2:34]1)(=[O:32])[CH3:31], predict the reactants needed to synthesize it. (3) Given the product [CH3:21][O:14][C:13]([C:3]1[NH:4][C:5]2[C:10]([C:2]=1[Cl:1])=[CH:9][C:8]([O:11][CH3:12])=[CH:7][CH:6]=2)=[O:15], predict the reactants needed to synthesize it. The reactants are: [Cl:1][C:2]1[C:10]2[C:5](=[CH:6][CH:7]=[C:8]([O:11][CH3:12])[CH:9]=2)[NH:4][C:3]=1[C:13]([OH:15])=[O:14].S(=O)(=O)(O)O.[CH3:21]O. (4) Given the product [CH2:28]([C:26]1[CH:25]=[N:24][N:23]([C:20]2[CH:21]=[CH:22][C:17]([O:16][CH3:15])=[CH:18][CH:19]=2)[CH:27]=1)[CH3:29], predict the reactants needed to synthesize it. The reactants are: BrC1C=NN(C2C=CC(OC)=CC=2)C=1.[CH3:15][O:16][C:17]1[CH:22]=[CH:21][C:20]([N:23]2[CH:27]=[C:26]([CH:28]=[CH2:29])[CH:25]=[N:24]2)=[CH:19][CH:18]=1. (5) Given the product [Cl:11][CH:12]([CH3:24])[CH2:13][C:14]1[CH:23]=[CH:22][C:17]2[NH:18][C:19](=[O:21])[NH:20][C:16]=2[CH:15]=1.[ClH:11].[CH3:25][O:26][C:27]1[CH:32]=[CH:31][CH:30]=[CH:29][C:28]=1[N:33]1[CH2:38][CH2:37][N:36]([CH:12]([CH3:24])[C:13]([C:14]2[CH:23]=[CH:22][C:17]3[NH:18][C:19](=[O:21])[NH:20][C:16]=3[CH:15]=2)=[O:10])[CH2:35][CH2:34]1, predict the reactants needed to synthesize it. The reactants are: N1C2C=CC=CC=2NC1=[O:10].[Cl:11][CH:12]([CH3:24])[CH2:13][C:14]1[CH:23]=[CH:22][C:17]2[NH:18][C:19](=[O:21])[NH:20][C:16]=2[CH:15]=1.[CH3:25][O:26][C:27]1[CH:32]=[CH:31][CH:30]=[CH:29][C:28]=1[N:33]1[CH2:38][CH2:37][NH:36][CH2:35][CH2:34]1.C(N(CC)CC)C. (6) Given the product [Cl:19][C:20]1[CH:25]=[CH:24][C:23]([C:26]2[CH:27]=[CH:28][C:29]([C:32]#[C:33][C:34]3[CH:35]=[CH:36][C:37]([N:40]4[CH2:44][CH2:43][CH:42]([N:50]5[CH2:51][CH2:52][CH:47]([CH3:46])[CH2:48][CH2:49]5)[CH2:41]4)=[N:38][CH:39]=3)=[N:30][CH:31]=2)=[CH:22][CH:21]=1, predict the reactants needed to synthesize it. The reactants are: [BH-](OC(C)=O)(OC(C)=O)OC(C)=O.[Na+].C(O)(=O)C.[Cl:19][C:20]1[CH:25]=[CH:24][C:23]([C:26]2[CH:27]=[CH:28][C:29]([C:32]#[C:33][C:34]3[CH:35]=[CH:36][C:37]([N:40]4[CH2:44][CH2:43][C:42](=O)[CH2:41]4)=[N:38][CH:39]=3)=[N:30][CH:31]=2)=[CH:22][CH:21]=1.[CH3:46][CH:47]1[CH2:52][CH2:51][NH:50][CH2:49][CH2:48]1.C([O-])(O)=O.[Na+]. (7) Given the product [CH2:1]([O:3][C:4]([N:6]1[CH2:7][CH2:8][CH:9]([N:12]2[C:13]3[CH:18]=[CH:17][C:16]([F:19])=[CH:15][C:14]=3[NH:20][C:29]2=[O:28])[CH2:10][CH2:11]1)=[O:5])[CH3:2], predict the reactants needed to synthesize it. The reactants are: [CH2:1]([O:3][C:4]([N:6]1[CH2:11][CH2:10][CH:9]([NH:12][C:13]2[CH:18]=[CH:17][C:16]([F:19])=[CH:15][C:14]=2[NH2:20])[CH2:8][CH2:7]1)=[O:5])[CH3:2].C(N(CC)CC)C.[O:28]=[C:29](Cl)OC(Cl)(Cl)Cl.